Predict the reactants needed to synthesize the given product. From a dataset of Full USPTO retrosynthesis dataset with 1.9M reactions from patents (1976-2016). (1) Given the product [I:8][C:6]1[N:5]=[N:4][C:3]([NH2:9])=[C:2]([C:13]#[C:12][Si:14]([CH3:17])([CH3:16])[CH3:15])[CH:7]=1, predict the reactants needed to synthesize it. The reactants are: I[C:2]1[CH:7]=[C:6]([I:8])[N:5]=[N:4][C:3]=1[NH2:9].N#N.[C:12]([Si:14]([CH3:17])([CH3:16])[CH3:15])#[CH:13].CCN(CC)CC. (2) Given the product [CH:21]([C:20]1[C:15]2[O:14][C:13]3[C:8]([C:4]4[CH:3]=[C:2]([C:33]([CH3:37])=[CH2:32])[CH:7]=[CH:6][N:5]=4)=[CH:9][CH:10]=[CH:11][C:12]=3[C:16]=2[CH:17]=[CH:18][CH:19]=1)([CH3:23])[CH3:22], predict the reactants needed to synthesize it. The reactants are: Cl[C:2]1[CH:7]=[CH:6][N:5]=[C:4]([C:8]2[C:13]3[O:14][C:15]4[C:20]([CH:21]([CH3:23])[CH3:22])=[CH:19][CH:18]=[CH:17][C:16]=4[C:12]=3[CH:11]=[CH:10][CH:9]=2)[CH:3]=1.P([O-])([O-])([O-])=O.[K+].[K+].[K+].[CH3:32][C:33]1(C)[C:37](C)(C)OB(C(C)=C)O1.C1(P(C2CCCCC2)C2C=CC=CC=2C2C(OC)=CC=CC=2OC)CCCCC1. (3) The reactants are: [Si]([O:8][CH2:9][C@H:10]1[N:15]([C:16]([O:18]C(C)(C)C)=O)[CH2:14][C@H:13]2[C@@H:11]1[CH2:12]2)(C(C)(C)C)(C)C.Cl.[CH3:24][C:25]1[S:26][C:27]([C:33]2[CH:38]=[CH:37][CH:36]=[CH:35][CH:34]=2)=[C:28](C(O)=O)[N:29]=1.C(N(CC)CC)C.C(Cl)CCl.C1C=CC2N(O)N=NC=2C=1. Given the product [CH3:24][C:25]1[S:26][C:27]([C:33]2[CH:34]=[CH:35][CH:36]=[CH:37][CH:38]=2)=[C:28]([C:16]([N:15]2[CH2:14][C@H:13]3[C@H:11]([CH2:12]3)[C@H:10]2[CH2:9][OH:8])=[O:18])[N:29]=1, predict the reactants needed to synthesize it. (4) Given the product [Br:1][C:2]1[CH:7]=[CH:6][C:5]([N:8]2[C:13]3[N:14]([CH3:21])[C:15](=[O:20])[C:16]([CH3:19])=[C:17]([O:18][S:30]([C:33]4[CH:39]=[CH:38][C:36]([CH3:37])=[CH:35][CH:34]=4)(=[O:32])=[O:31])[C:12]=3[C:11](=[O:22])[N:10]([CH:23]3[CH2:24][CH2:25]3)[C:9]2=[O:26])=[CH:4][CH:3]=1, predict the reactants needed to synthesize it. The reactants are: [Br:1][C:2]1[CH:7]=[CH:6][C:5]([N:8]2[C:13]3[N:14]([CH3:21])[C:15](=[O:20])[C:16]([CH3:19])=[C:17]([OH:18])[C:12]=3[C:11](=[O:22])[N:10]([CH:23]3[CH2:25][CH2:24]3)[C:9]2=[O:26])=[CH:4][CH:3]=1.C(#N)C.[S:30](Cl)([C:33]1[CH:39]=[CH:38][C:36]([CH3:37])=[CH:35][CH:34]=1)(=[O:32])=[O:31]. (5) Given the product [CH:1]([C:3]1[CH:4]=[C:5]([S:21]([NH:24][C:33](=[O:34])[CH2:32][CH2:31][C:27]2[CH:26]=[N:25][CH:30]=[CH:29][CH:28]=2)(=[O:23])=[O:22])[CH:6]=[C:7]([C:11]2[CH:16]=[CH:15][CH:14]=[C:13]([NH:17][C:18]([NH2:20])=[O:19])[CH:12]=2)[C:8]=1[O:9][CH3:10])=[O:2], predict the reactants needed to synthesize it. The reactants are: [CH:1]([C:3]1[CH:4]=[C:5]([S:21]([NH2:24])(=[O:23])=[O:22])[CH:6]=[C:7]([C:11]2[CH:16]=[CH:15][CH:14]=[C:13]([NH:17][C:18]([NH2:20])=[O:19])[CH:12]=2)[C:8]=1[O:9][CH3:10])=[O:2].[N:25]1[CH:30]=[CH:29][CH:28]=[C:27]([CH2:31][CH2:32][C:33](Cl)=[O:34])[CH:26]=1. (6) Given the product [NH2:24][C:4]1[C:5]([CH3:23])=[C:6]([CH:22]=[C:2]([Cl:1])[CH:3]=1)[CH2:7][N:8]1[CH2:13][CH2:12][N:11]([C:14]([CH:16]2[CH2:20][CH2:19][CH2:18][CH2:17]2)=[O:15])[C@@H:10]([CH3:21])[CH2:9]1, predict the reactants needed to synthesize it. The reactants are: [Cl:1][C:2]1[CH:3]=[C:4]([N+:24]([O-])=O)[C:5]([CH3:23])=[C:6]([CH:22]=1)[CH2:7][N:8]1[CH2:13][CH2:12][N:11]([C:14]([CH:16]2[CH2:20][CH2:19][CH2:18][CH2:17]2)=[O:15])[C@@H:10]([CH3:21])[CH2:9]1. (7) The reactants are: [N:1]1[CH:6]=[CH:5][CH:4]=[CH:3][C:2]=1[C:7]#[C:8][C:9]1[S:13][C:12]([C:14]([O-:16])=[O:15])=[CH:11][CH:10]=1.[OH-].[Na+]. Given the product [N:1]1[CH:6]=[CH:5][CH:4]=[CH:3][C:2]=1[C:7]#[C:8][C:9]1[S:13][C:12]([C:14]([OH:16])=[O:15])=[CH:11][CH:10]=1, predict the reactants needed to synthesize it. (8) Given the product [CH2:17]1[CH2:16][O:15][C:12]2[CH:13]=[CH:14][C:9]([NH:8][C:6]3[C:5]([F:19])=[CH:4][N:3]=[C:2]([NH:25][C:24]4[CH:26]=[C:27]([O:31][CH3:32])[C:28]([O:29][CH3:30])=[C:22]([O:21][CH3:20])[CH:23]=4)[N:7]=3)=[CH:10][C:11]=2[O:18]1, predict the reactants needed to synthesize it. The reactants are: Cl[C:2]1[N:7]=[C:6]([NH:8][C:9]2[CH:14]=[CH:13][C:12]3[O:15][CH2:16][CH2:17][O:18][C:11]=3[CH:10]=2)[C:5]([F:19])=[CH:4][N:3]=1.[CH3:20][O:21][C:22]1[CH:23]=[C:24]([CH:26]=[C:27]([O:31][CH3:32])[C:28]=1[O:29][CH3:30])[NH2:25]. (9) Given the product [Br:1][C:2]1[CH:7]=[CH:6][C:5]([CH:19]=[O:20])=[C:4]([O:9][C:10]([F:13])([F:12])[F:11])[CH:3]=1, predict the reactants needed to synthesize it. The reactants are: [Br:1][C:2]1[CH:7]=[CH:6][C:5](I)=[C:4]([O:9][C:10]([F:13])([F:12])[F:11])[CH:3]=1.C([Li])(C)(C)C.[CH:19](N1CCOCC1)=[O:20].